From a dataset of Full USPTO retrosynthesis dataset with 1.9M reactions from patents (1976-2016). Predict the reactants needed to synthesize the given product. (1) Given the product [CH3:9][O:10][CH:11]([O:15][CH3:16])[C:12](=[CH:7][CH:1]1[CH2:2][CH2:3][CH2:4][CH2:5][CH2:6]1)[C:13]#[N:14], predict the reactants needed to synthesize it. The reactants are: [CH:1]1([CH:7]=O)[CH2:6][CH2:5][CH2:4][CH2:3][CH2:2]1.[CH3:9][O:10][CH:11]([O:15][CH3:16])[CH2:12][C:13]#[N:14].C[O-].[Na+]. (2) Given the product [NH2:27][C:23]1[C:22]2[N:21]([C:20]([CH:28]3[CH2:31][CH:30]([CH:32]=[O:33])[CH2:29]3)=[N:19][C:18]=2[C:14]2[CH:15]=[CH:16][CH:17]=[C:12]([O:11][CH2:4][C:5]3[CH:6]=[CH:7][CH:8]=[CH:9][CH:10]=3)[CH:13]=2)[CH:26]=[CH:25][N:24]=1, predict the reactants needed to synthesize it. The reactants are: C(Cl)Cl.[CH2:4]([O:11][C:12]1[CH:13]=[C:14]([C:18]2[N:19]=[C:20]([CH:28]3[CH2:31][C:30](=[CH:32][O:33]C)[CH2:29]3)[N:21]3[CH:26]=[CH:25][N:24]=[C:23]([NH2:27])[C:22]=23)[CH:15]=[CH:16][CH:17]=1)[C:5]1[CH:10]=[CH:9][CH:8]=[CH:7][CH:6]=1.C(C(O)=O)(F)(F)F.C([O-])([O-])=O.[K+].[K+]. (3) Given the product [CH2:52]([N:29]([CH2:27][CH3:28])[C:30](=[O:51])[C:31]1[CH:32]=[CH:33][C:34]([N:37]([CH2:44][C:45]2[CH:46]=[CH:47][CH:48]=[CH:49][CH:50]=2)[CH:38]2[CH2:43][CH2:42][N:41]([CH3:1])[CH2:40][CH2:39]2)=[CH:35][CH:36]=1)[CH3:53], predict the reactants needed to synthesize it. The reactants are: [CH2:1](N(CC)C(=O)C1C=CC(N(C2C=CC=CC=2)C2CCNCC2)=CC=1)C.[CH2:27]([N:29]([CH2:52][CH3:53])[C:30](=[O:51])[C:31]1[CH:36]=[CH:35][C:34]([N:37]([CH2:44][C:45]2[CH:50]=[CH:49][CH:48]=[CH:47][CH:46]=2)[CH:38]2[CH2:43][CH2:42][NH:41][CH2:40][CH2:39]2)=[CH:33][CH:32]=1)[CH3:28].C=O.[BH4-].[Na+]. (4) Given the product [Cl:72][C:68]1[CH:67]=[C:66]([C:63]2[CH:62]=[CH:61][C:60]([CH2:59][C@@H:58]([NH:73][C:13]([C:4]3[CH:3]=[C:2]([OH:1])[N:6]([C:7]4[CH:12]=[CH:11][CH:10]=[CH:9][N:8]=4)[N:5]=3)=[O:15])[CH2:57][C@@H:56]([OH:74])[C:55]([OH:75])=[O:54])=[CH:65][CH:64]=2)[CH:71]=[CH:70][CH:69]=1, predict the reactants needed to synthesize it. The reactants are: [OH:1][C:2]1[N:6]([C:7]2[CH:12]=[CH:11][CH:10]=[CH:9][N:8]=2)[N:5]=[C:4]([C:13]([OH:15])=O)[CH:3]=1.CN(C(ON1N=NC2C=CC(=CC1=2)Cl)=[N+](C)C)C.F[P-](F)(F)(F)(F)F.CN(C=O)C.CC1OC(=O)OC=1C[O:54][C:55](=[O:75])[C@H:56]([OH:74])[CH2:57][C@H:58]([NH2:73])[CH2:59][C:60]1[CH:65]=[CH:64][C:63]([C:66]2[CH:71]=[CH:70][CH:69]=[C:68]([Cl:72])[CH:67]=2)=[CH:62][CH:61]=1.CCN(C(C)C)C(C)C.[Li+].[OH-].O. (5) Given the product [CH3:23][C@@H:13]1[CH2:14][N:15]([S:19]([CH3:22])(=[O:21])=[O:20])[CH2:16][C@H:17]([CH3:18])[N:12]1[CH2:11][C:9]1[S:10][C:5]2[C:4]([N:25]3[CH2:30][CH2:29][O:28][CH2:27][CH2:26]3)=[N:3][C:2]([C:35]3[CH:34]=[N:33][C:32]([NH2:31])=[N:37][CH:36]=3)=[N:7][C:6]=2[C:8]=1[CH3:24], predict the reactants needed to synthesize it. The reactants are: Cl[C:2]1[N:3]=[C:4]([N:25]2[CH2:30][CH2:29][O:28][CH2:27][CH2:26]2)[C:5]2[S:10][C:9]([CH2:11][N:12]3[C@H:17]([CH3:18])[CH2:16][N:15]([S:19]([CH3:22])(=[O:21])=[O:20])[CH2:14][C@@H:13]3[CH3:23])=[C:8]([CH3:24])[C:6]=2[N:7]=1.[NH2:31][C:32]1[N:37]=[CH:36][C:35](B2OC(C)(C)C(C)(C)O2)=[CH:34][N:33]=1. (6) Given the product [Cl:1][C:2]1[CH:9]=[CH:8][C:5]([CH2:6][NH:17][C:16]2[CH:18]=[CH:19][C:13]([CH:10]([CH3:12])[CH3:11])=[CH:14][CH:15]=2)=[CH:4][CH:3]=1, predict the reactants needed to synthesize it. The reactants are: [Cl:1][C:2]1[CH:9]=[CH:8][C:5]([CH:6]=O)=[CH:4][CH:3]=1.[CH:10]([C:13]1[CH:19]=[CH:18][C:16]([NH2:17])=[CH:15][CH:14]=1)([CH3:12])[CH3:11]. (7) Given the product [CH3:1][O:2][C:3](=[O:15])[C:4]1[CH:9]=[C:8]([S:10]([CH3:13])(=[O:12])=[O:11])[CH:7]=[CH:6][C:5]=1[N:22]1[CH2:23][C:17]2([CH3:16])[CH2:24][CH:21]1[CH2:20][C:19]([CH3:26])([CH3:25])[CH2:18]2, predict the reactants needed to synthesize it. The reactants are: [CH3:1][O:2][C:3](=[O:15])[C:4]1[CH:9]=[C:8]([S:10]([CH3:13])(=[O:12])=[O:11])[CH:7]=[CH:6][C:5]=1Cl.[CH3:16][C:17]12[CH2:24][CH:21]([NH:22][CH2:23]1)[CH2:20][C:19]([CH3:26])([CH3:25])[CH2:18]2. (8) Given the product [C:1]([C:3]1([CH2:16][O:17][S:18]([C:21]2[CH:27]=[CH:26][C:24]([CH3:25])=[CH:23][CH:22]=2)(=[O:20])=[O:19])[CH2:8][CH2:7][N:6]([C:9]([O:11][C:12]([CH3:13])([CH3:14])[CH3:15])=[O:10])[CH2:5][CH2:4]1)#[N:2], predict the reactants needed to synthesize it. The reactants are: [C:1]([C:3]1([CH2:16][OH:17])[CH2:8][CH2:7][N:6]([C:9]([O:11][C:12]([CH3:15])([CH3:14])[CH3:13])=[O:10])[CH2:5][CH2:4]1)#[N:2].[S:18](Cl)([C:21]1[CH:27]=[CH:26][C:24]([CH3:25])=[CH:23][CH:22]=1)(=[O:20])=[O:19]. (9) Given the product [CH:1]1([S:4]([C:7]2[CH:12]=[CH:11][C:10]([CH:13]([C:14]3[NH:37][C:17]([C:19]4[CH:24]=[CH:23][CH:22]=[CH:21][N:20]=4)=[CH:16][CH:15]=3)[CH2:26][CH:27]3[CH2:28][CH2:29][O:30][CH2:31][CH2:32]3)=[CH:9][CH:8]=2)(=[O:6])=[O:5])[CH2:3][CH2:2]1, predict the reactants needed to synthesize it. The reactants are: [CH:1]1([S:4]([C:7]2[CH:12]=[CH:11][C:10]([CH:13]([CH2:26][CH:27]3[CH2:32][CH2:31][O:30][CH2:29][CH2:28]3)[C:14](=O)[CH2:15][CH2:16][C:17]([C:19]3[CH:24]=[CH:23][CH:22]=[CH:21][N:20]=3)=O)=[CH:9][CH:8]=2)(=[O:6])=[O:5])[CH2:3][CH2:2]1.C([O-])(=O)C.[NH4+:37].